This data is from Peptide-MHC class I binding affinity with 185,985 pairs from IEDB/IMGT. The task is: Regression. Given a peptide amino acid sequence and an MHC pseudo amino acid sequence, predict their binding affinity value. This is MHC class I binding data. (1) The peptide sequence is LAAIANQAA. The MHC is HLA-B07:02 with pseudo-sequence HLA-B07:02. The binding affinity (normalized) is 0.361. (2) The peptide sequence is EMKTDAATL. The MHC is HLA-A11:01 with pseudo-sequence HLA-A11:01. The binding affinity (normalized) is 0. (3) The peptide sequence is VMAASGAPF. The MHC is HLA-B57:01 with pseudo-sequence HLA-B57:01. The binding affinity (normalized) is 0.0847. (4) The peptide sequence is RRFNLFNKF. The MHC is HLA-B15:01 with pseudo-sequence HLA-B15:01. The binding affinity (normalized) is 0.0847. (5) The peptide sequence is PRFGSCYFL. The binding affinity (normalized) is 0.0847. The MHC is HLA-B57:01 with pseudo-sequence HLA-B57:01. (6) The peptide sequence is HQAIISDVL. The MHC is BoLA-HD6 with pseudo-sequence BoLA-HD6. The binding affinity (normalized) is 0.700. (7) The peptide sequence is KELKCGSGI. The MHC is HLA-B40:01 with pseudo-sequence HLA-B40:01. The binding affinity (normalized) is 0.508. (8) The peptide sequence is KSLTTTMQFK. The MHC is HLA-A11:01 with pseudo-sequence HLA-A11:01. The binding affinity (normalized) is 0.491. (9) The peptide sequence is AIIRILQQL. The MHC is HLA-A02:19 with pseudo-sequence HLA-A02:19. The binding affinity (normalized) is 0.561. (10) The peptide sequence is CTWSWHHQL. The MHC is HLA-B57:01 with pseudo-sequence HLA-B57:01. The binding affinity (normalized) is 0.582.